Task: Predict the reaction yield, written as a fraction of the theoretical maximum amount of product (1.0 means a 100% yield; for example, 0.34 means a 34% yield).. Dataset: Reaction yield outcomes from USPTO patents with 853,638 reactions The catalyst is ClCCl. The product is [CH2:14]([N:16]1[CH2:29][C:28]2[C:23](=[CH:24][C:25]([NH:30][C:6](=[O:11])[C:7]([F:8])([F:9])[F:10])=[CH:26][CH:27]=2)[C:22]2[CH:21]=[CH:20][CH:19]=[CH:18][C:17]1=2)[CH3:15]. The yield is 0.340. The reactants are [F:8][C:7]([F:10])([F:9])[C:6](O[C:6](=[O:11])[C:7]([F:10])([F:9])[F:8])=[O:11].[CH2:14]([N:16]1[CH2:29][C:28]2[C:23](=[CH:24][C:25]([NH2:30])=[CH:26][CH:27]=2)[C:22]2[CH:21]=[CH:20][CH:19]=[CH:18][C:17]1=2)[CH3:15].N1C=CC=CC=1.